Dataset: Forward reaction prediction with 1.9M reactions from USPTO patents (1976-2016). Task: Predict the product of the given reaction. (1) Given the reactants [F:1][C:2]1[CH:7]=[C:6]([CH2:8][C:9]2[CH:10]=[N:11][CH:12]=[C:13]([CH:17]=2)[C:14]([O-:16])=O)[CH:5]=[CH:4][N:3]=1.[NH4+].Cl.Cl.[NH2:21][CH2:22][C:23]1[CH:24]=[C:25]2[C:30](=[CH:31][CH:32]=1)[C:29]([NH2:33])=[N:28][CH:27]=[CH:26]2.CN(C(ON1N=NC2C=CC=NC1=2)=[N+](C)C)C.F[P-](F)(F)(F)(F)F.C(N(CC)C(C)C)(C)C, predict the reaction product. The product is: [NH2:33][C:29]1[C:30]2[C:25](=[CH:24][C:23]([CH2:22][NH:21][C:14](=[O:16])[C:13]3[CH:17]=[C:9]([CH2:8][C:6]4[CH:5]=[CH:4][N:3]=[C:2]([F:1])[CH:7]=4)[CH:10]=[N:11][CH:12]=3)=[CH:32][CH:31]=2)[CH:26]=[CH:27][N:28]=1. (2) The product is: [C:9]([O:12][C:13]1[CH:14]=[C:15]([CH:16]=[CH:31][C:30]2[CH:33]=[CH:34][C:27]([F:26])=[CH:28][CH:29]=2)[CH:19]=[C:20]([O:22][C:23](=[O:25])[CH3:24])[CH:21]=1)(=[O:11])[CH3:10]. Given the reactants CC1C=CC(C)=CC=1.[C:9]([O:12][C:13]1[CH:14]=[C:15]([CH:19]=[C:20]([O:22][C:23](=[O:25])[CH3:24])[CH:21]=1)[C:16](Cl)=O)(=[O:11])[CH3:10].[F:26][C:27]1[CH:34]=[CH:33][C:30]([CH:31]=C)=[CH:29][CH:28]=1.CN1CCOCC1, predict the reaction product. (3) Given the reactants [NH:1]1[CH:5]=[CH:4][C:3]([C:6]2[C:15]3[C:10](=[CH:11][CH:12]=[C:13]([C:16]#[N:17])[CH:14]=3)[N:9]=[CH:8][CH:7]=2)=[N:2]1.[CH3:18][S:19](Cl)(=[O:21])=[O:20], predict the reaction product. The product is: [CH3:18][S:19]([N:1]1[CH:5]=[CH:4][C:3]([C:6]2[C:15]3[C:10](=[CH:11][CH:12]=[C:13]([C:16]#[N:17])[CH:14]=3)[N:9]=[CH:8][CH:7]=2)=[N:2]1)(=[O:21])=[O:20]. (4) Given the reactants [CH3:1][N:2]1[C:6]2[CH:7]=[CH:8][CH:9]=[CH:10][C:5]=2[N:4]=[CH:3]1.[CH2:11]=[O:12], predict the reaction product. The product is: [OH:12][CH2:11][C:3]1[N:2]([CH3:1])[C:6]2[CH:7]=[CH:8][CH:9]=[CH:10][C:5]=2[N:4]=1. (5) The product is: [C:45]1([CH2:51][CH2:52][O:53][C:54]2[CH:55]=[CH:56][C:57]([CH2:58][NH:59][C:38](=[O:40])[C:37]3[CH:41]=[CH:42][CH:43]=[N:44][C:36]=3[NH2:35])=[CH:60][CH:61]=2)[CH:46]=[CH:47][CH:48]=[CH:49][CH:50]=1. Given the reactants CN([P+](ON1N=NC2C=CC=CC1=2)(N(C)C)N(C)C)C.F[P-](F)(F)(F)(F)F.C(N(CC)CC)C.[NH2:35][C:36]1[N:44]=[CH:43][CH:42]=[CH:41][C:37]=1[C:38]([OH:40])=O.[C:45]1([CH2:51][CH2:52][O:53][C:54]2[CH:61]=[CH:60][C:57]([CH2:58][NH2:59])=[CH:56][CH:55]=2)[CH:50]=[CH:49][CH:48]=[CH:47][CH:46]=1, predict the reaction product. (6) Given the reactants [CH2:1]([O:3][C:4](=[O:19])[CH:5]=[C:6]([CH2:10][C:11]1[CH:16]=[CH:15][CH:14]=[C:13]([O:17][CH3:18])[CH:12]=1)[CH:7]([CH3:9])[CH3:8])[CH3:2].[H][H], predict the reaction product. The product is: [CH3:9][CH:7]([CH3:8])[CH:6]([CH2:10][C:11]1[CH:16]=[CH:15][CH:14]=[C:13]([O:17][CH3:18])[CH:12]=1)[CH2:5][C:4]([O:3][CH2:1][CH3:2])=[O:19]. (7) Given the reactants [H-].[Na+].[CH2:3]([NH:10][C:11]1[C:20]2[C:15](=[CH:16][CH:17]=[CH:18][C:19]=2[C:21]2[CH:26]=[CH:25][CH:24]=[CH:23][CH:22]=2)[C:14]([C:27]2[CH:28]=[C:29]([S:33]([NH:36][C:37]([CH3:40])([CH3:39])[CH3:38])(=[O:35])=[O:34])[CH:30]=[N:31][CH:32]=2)=[C:13]([Cl:41])[N:12]=1)[C:4]1[CH:9]=[CH:8][CH:7]=[CH:6][CH:5]=1.[CH3:42][O:43][C:44]1[CH:51]=[CH:50][C:47]([CH2:48]Cl)=[CH:46][CH:45]=1, predict the reaction product. The product is: [CH2:3]([N:10]([CH2:48][C:47]1[CH:50]=[CH:51][C:44]([O:43][CH3:42])=[CH:45][CH:46]=1)[C:11]1[C:20]2[C:15](=[CH:16][CH:17]=[CH:18][C:19]=2[C:21]2[CH:26]=[CH:25][CH:24]=[CH:23][CH:22]=2)[C:14]([C:27]2[CH:28]=[C:29]([S:33]([NH:36][C:37]([CH3:38])([CH3:40])[CH3:39])(=[O:35])=[O:34])[CH:30]=[N:31][CH:32]=2)=[C:13]([Cl:41])[N:12]=1)[C:4]1[CH:9]=[CH:8][CH:7]=[CH:6][CH:5]=1.